The task is: Predict the reactants needed to synthesize the given product.. This data is from Full USPTO retrosynthesis dataset with 1.9M reactions from patents (1976-2016). (1) Given the product [CH3:8][O:9][C:10]1[N:15]=[C:14]([C:16]2[C:20]3[N:21]=[C:22]([S:25]([CH3:26])=[O:32])[N:23]=[CH:24][C:19]=3[S:18][C:17]=2[C:27]([O:29][CH3:30])=[O:28])[CH:13]=[CH:12][CH:11]=1, predict the reactants needed to synthesize it. The reactants are: [Br-].[Na+].Br([O-])(=O)=O.[Na+].[CH3:8][O:9][C:10]1[N:15]=[C:14]([C:16]2[C:20]3[N:21]=[C:22]([S:25][CH3:26])[N:23]=[CH:24][C:19]=3[S:18][C:17]=2[C:27]([O:29][CH3:30])=[O:28])[CH:13]=[CH:12][CH:11]=1.S(=O)(=O)(O)[OH:32]. (2) Given the product [CH:1]1([N:4]2[C:13]3[C:8](=[C:9]([CH3:20])[C:10]([F:17])=[C:11]([F:16])[C:12]=3[O:14][CH3:15])[C:7](=[O:18])[NH:6][C:5]2=[O:19])[CH2:2][CH2:3]1, predict the reactants needed to synthesize it. The reactants are: [CH:1]1([N:4]2[C:13]3[C:8](=[CH:9][C:10]([F:17])=[C:11]([F:16])[C:12]=3[O:14][CH3:15])[C:7](=[O:18])[NH:6][C:5]2=[O:19])[CH2:3][CH2:2]1.[CH3:20]CCCCCC.O1CCCC1.C(C1C=CC=CC=1)C.C(NC(C)C)(C)C.[Li].IC.